The task is: Predict the reactants needed to synthesize the given product.. This data is from Full USPTO retrosynthesis dataset with 1.9M reactions from patents (1976-2016). Given the product [CH3:1][O:2][C:3](=[O:24])[C:4]1[CH:9]=[C:8]([Br:10])[C:7]([NH2:11])=[C:6]([F:14])[C:5]=1[NH:15][C:16]1[CH:21]=[CH:20][C:19]([Cl:22])=[CH:18][C:17]=1[Cl:23], predict the reactants needed to synthesize it. The reactants are: [CH3:1][O:2][C:3](=[O:24])[C:4]1[CH:9]=[C:8]([Br:10])[C:7]([N:11]=[N+]=[N-])=[C:6]([F:14])[C:5]=1[NH:15][C:16]1[CH:21]=[CH:20][C:19]([Cl:22])=[CH:18][C:17]=1[Cl:23].